From a dataset of Reaction yield outcomes from USPTO patents with 853,638 reactions. Predict the reaction yield, written as a fraction of the theoretical maximum amount of product (1.0 means a 100% yield; for example, 0.34 means a 34% yield). The reactants are [CH3:1][C:2]1[O:6][N:5]=[C:4]([C:7]2[CH:12]=[CH:11][CH:10]=[CH:9][CH:8]=2)[C:3]=1[CH2:13][O:14][C:15]1[CH:23]=[CH:22][C:18]([C:19]([OH:21])=O)=[CH:17][N:16]=1.[CH3:24][C:25]1([CH3:31])[CH2:30][O:29][CH2:28][CH2:27][NH:26]1. No catalyst specified. The product is [CH3:24][C:25]1([CH3:31])[CH2:30][O:29][CH2:28][CH2:27][N:26]1[C:19]([C:18]1[CH:17]=[N:16][C:15]([O:14][CH2:13][C:3]2[C:4]([C:7]3[CH:8]=[CH:9][CH:10]=[CH:11][CH:12]=3)=[N:5][O:6][C:2]=2[CH3:1])=[CH:23][CH:22]=1)=[O:21]. The yield is 0.250.